Dataset: NCI-60 drug combinations with 297,098 pairs across 59 cell lines. Task: Regression. Given two drug SMILES strings and cell line genomic features, predict the synergy score measuring deviation from expected non-interaction effect. (1) Drug 1: CCC(=C(C1=CC=CC=C1)C2=CC=C(C=C2)OCCN(C)C)C3=CC=CC=C3.C(C(=O)O)C(CC(=O)O)(C(=O)O)O. Drug 2: C1=CC=C(C=C1)NC(=O)CCCCCCC(=O)NO. Cell line: PC-3. Synergy scores: CSS=-1.86, Synergy_ZIP=-2.76, Synergy_Bliss=-1.84, Synergy_Loewe=-18.2, Synergy_HSA=-6.85. (2) Synergy scores: CSS=41.0, Synergy_ZIP=1.67, Synergy_Bliss=3.62, Synergy_Loewe=-24.1, Synergy_HSA=-0.502. Drug 1: CNC(=O)C1=NC=CC(=C1)OC2=CC=C(C=C2)NC(=O)NC3=CC(=C(C=C3)Cl)C(F)(F)F. Cell line: SK-MEL-2. Drug 2: N.N.Cl[Pt+2]Cl.